From a dataset of Catalyst prediction with 721,799 reactions and 888 catalyst types from USPTO. Predict which catalyst facilitates the given reaction. Reactant: [C:1]([O:5][C:6]([NH:8][C@H:9]1[CH2:15][CH2:14][S:13][C@H:12]2[CH2:16][CH2:17][CH2:18][C@@H:19]([C:20]([O:22]C)=[O:21])[N:11]2[C:10]1=[O:24])=[O:7])([CH3:4])([CH3:3])[CH3:2].[OH-].[Na+].Cl. Product: [C:1]([O:5][C:6]([NH:8][C@H:9]1[CH2:15][CH2:14][S:13][C@H:12]2[CH2:16][CH2:17][CH2:18][C@@H:19]([C:20]([OH:22])=[O:21])[N:11]2[C:10]1=[O:24])=[O:7])([CH3:4])([CH3:2])[CH3:3]. The catalyst class is: 5.